This data is from Full USPTO retrosynthesis dataset with 1.9M reactions from patents (1976-2016). The task is: Predict the reactants needed to synthesize the given product. (1) Given the product [NH2:7][C@H:8]([C@@H:17]1[O:21][C:20](=[O:22])[N:19]([C:23]2([C:26]3[CH:31]=[CH:30][CH:29]=[C:28]([CH:32]([CH3:34])[CH3:33])[CH:27]=3)[CH2:25][CH2:24]2)[CH2:18]1)[CH2:9][C:10]1[CH:11]=[CH:12][C:13]([NH:16][C:37]2[CH:42]=[C:41]([C:43]3[CH:48]=[CH:47][CH:46]=[CH:45][CH:44]=3)[N:40]=[CH:39][N:38]=2)=[CH:14][CH:15]=1, predict the reactants needed to synthesize it. The reactants are: C(OC(=O)[NH:7][C@H:8]([C@@H:17]1[O:21][C:20](=[O:22])[N:19]([C:23]2([C:26]3[CH:31]=[CH:30][CH:29]=[C:28]([CH:32]([CH3:34])[CH3:33])[CH:27]=3)[CH2:25][CH2:24]2)[CH2:18]1)[CH2:9][C:10]1[CH:15]=[CH:14][C:13]([NH2:16])=[CH:12][CH:11]=1)(C)(C)C.Cl[C:37]1[CH:42]=[C:41]([C:43]2[CH:48]=[CH:47][CH:46]=[CH:45][CH:44]=2)[N:40]=[CH:39][N:38]=1.Cl. (2) Given the product [I-:20].[NH2:1][C:2]1[CH:7]=[CH:6][C:5]([C:8]([F:9])([F:10])[F:11])=[CH:4][C:3]=1[N+:12]1[C:16]([CH3:17])=[CH:15][S:14][C:13]=1[S:18][CH3:19], predict the reactants needed to synthesize it. The reactants are: [NH2:1][C:2]1[CH:7]=[CH:6][C:5]([C:8]([F:11])([F:10])[F:9])=[CH:4][C:3]=1[N:12]1[C:16]([CH3:17])=[CH:15][S:14][C:13]1=[S:18].[CH3:19][I:20]. (3) Given the product [O:52]1[C:35]2[CH:34]=[CH:33][C:32]([C@H:26]([CH2:27][C:28]([O:30][CH3:31])=[O:29])[NH:25][C:24](=[O:38])[NH:23][C@@H:5]([CH2:1][CH2:2][CH2:3][CH3:4])[CH2:6][O:7][C:8](=[O:22])[N:9]([CH2:16][C:17]3[S:18][CH:19]=[CH:20][CH:21]=3)[CH2:10][C:11]3[S:12][CH:13]=[CH:14][CH:15]=3)=[CH:37][C:36]=2[O:53][CH2:51]1, predict the reactants needed to synthesize it. The reactants are: [CH2:1]([C@H:5]([NH:23][C:24](=[O:38])[NH:25][C@H:26]([C:32]1[CH:37]=[CH:36][CH:35]=[CH:34][CH:33]=1)[CH2:27][C:28]([O:30][CH3:31])=[O:29])[CH2:6][O:7][C:8](=[O:22])[N:9]([CH2:16][C:17]1[S:18][CH:19]=[CH:20][CH:21]=1)[CH2:10][C:11]1[S:12][CH:13]=[CH:14][CH:15]=1)[CH2:2][CH2:3][CH3:4].S1C=CC=C1CN(CC1SC=CC=1)C(N(C[C:51]([O:53]C)=[O:52])C)=O.Cl.COC(=O)CNC.S1C=CC=C1CN(CC1SC=CC=1)C(=O)[C@@H](NC(N[C@H](C1C=CC=CC=1)C(OC)=O)=O)CCCC.Cl.COC(=O)[C@@H](C1C=CC=CC=1)N. (4) Given the product [CH3:41][C:42]1[CH:47]=[CH:46][C:45]([S:48]([O:1][CH2:2][CH2:3][N:4]2[CH2:8][C@H:7]([CH:9]([CH3:11])[CH3:10])[N:6]([C:12]3[CH:17]=[CH:16][N:15]4[N:18]=[CH:19][C:20]([C:21]5[CH:22]=[CH:23][C:24]([C:27]6[N:31]=[CH:30][N:29]([CH2:32][O:33][CH2:34][CH2:35][Si:36]([CH3:37])([CH3:39])[CH3:38])[N:28]=6)=[CH:25][CH:26]=5)=[C:14]4[N:13]=3)[C:5]2=[O:40])(=[O:50])=[O:49])=[CH:44][CH:43]=1, predict the reactants needed to synthesize it. The reactants are: [OH:1][CH2:2][CH2:3][N:4]1[CH2:8][C@H:7]([CH:9]([CH3:11])[CH3:10])[N:6]([C:12]2[CH:17]=[CH:16][N:15]3[N:18]=[CH:19][C:20]([C:21]4[CH:26]=[CH:25][C:24]([C:27]5[N:31]=[CH:30][N:29]([CH2:32][O:33][CH2:34][CH2:35][Si:36]([CH3:39])([CH3:38])[CH3:37])[N:28]=5)=[CH:23][CH:22]=4)=[C:14]3[N:13]=2)[C:5]1=[O:40].[CH3:41][C:42]1[CH:47]=[CH:46][C:45]([S:48](Cl)(=[O:50])=[O:49])=[CH:44][CH:43]=1.